Dataset: Forward reaction prediction with 1.9M reactions from USPTO patents (1976-2016). Task: Predict the product of the given reaction. (1) The product is: [C:1]([O:5][C:6]([N:8]1[CH2:12][CH2:11][C:10]2([CH2:16][CH2:15][N:14]([CH:20]3[CH2:22][CH2:21]3)[CH2:13]2)[CH2:9]1)=[O:7])([CH3:4])([CH3:2])[CH3:3]. Given the reactants [C:1]([O:5][C:6]([N:8]1[CH2:12][CH2:11][C:10]2([CH2:16][CH2:15][NH:14][CH2:13]2)[CH2:9]1)=[O:7])([CH3:4])([CH3:3])[CH3:2].C(O[C:20]1(O[Si](C)(C)C)[CH2:22][CH2:21]1)C.CC(O)=O.[BH3-]C#N.[Na+], predict the reaction product. (2) Given the reactants [Cl:1][C:2]1[N:10]=[C:9]2[C:5]([N:6]=[CH:7][N:8]2[CH:11]2[CH2:16][CH2:15][N:14](C(OC(C)(C)C)=O)[CH2:13][CH2:12]2)=[C:4]([N:24]2[CH2:29][CH2:28][O:27][CH2:26][CH2:25]2)[N:3]=1.[F:30][C:31]([F:36])([F:35])[C:32]([OH:34])=[O:33], predict the reaction product. The product is: [F:30][C:31]([F:36])([F:35])[C:32]([OH:34])=[O:33].[Cl:1][C:2]1[N:10]=[C:9]2[C:5]([N:6]=[CH:7][N:8]2[CH:11]2[CH2:16][CH2:15][NH:14][CH2:13][CH2:12]2)=[C:4]([N:24]2[CH2:29][CH2:28][O:27][CH2:26][CH2:25]2)[N:3]=1. (3) Given the reactants [C:1](O[BH-](OC(=O)C)OC(=O)C)(=O)C.[Na+].C(OC(C)C)(=O)C.[C:22]([O:26][C:27]([NH:29][C@@H:30]([CH2:35][CH2:36][C:37](=O)[C:38]#[C:39][Si](C)(C)C)[C:31]([O:33]C)=[O:32])=[O:28])([CH3:25])([CH3:24])[CH3:23].FC(F)(F)C(O)=O, predict the reaction product. The product is: [C:22]([O:26][C:27]([N:29]1[C@@H:37]([C:38]#[C:39][CH3:1])[CH2:36][CH2:35][C@H:30]1[C:31]([OH:33])=[O:32])=[O:28])([CH3:25])([CH3:24])[CH3:23]. (4) Given the reactants [NH2:1][C:2]1[C:11]2[CH:10]=[CH:9][CH:8]=[C:7](Br)[C:6]=2[N:5]=[C:4]2[CH2:13][N:14]([CH:17]3[CH2:19][CH2:18]3)[C:15](=[O:16])[C:3]=12.[CH3:20][O:21][C:22]1[CH:27]=[CH:26][C:25]([O:28][CH3:29])=[CH:24][C:23]=1B(O)O, predict the reaction product. The product is: [NH2:1][C:2]1[C:11]2[CH:10]=[CH:9][CH:8]=[C:7]([C:26]3[CH:27]=[C:22]([O:21][CH3:20])[CH:23]=[CH:24][C:25]=3[O:28][CH3:29])[C:6]=2[N:5]=[C:4]2[CH2:13][N:14]([CH:17]3[CH2:19][CH2:18]3)[C:15](=[O:16])[C:3]=12. (5) The product is: [CH3:14][O:13][C:8]1[CH:9]=[C:10]2[C:5](=[C:6]([O:17][CH3:18])[C:7]=1[O:15][CH3:16])[N:4]=[C:3]([CH2:2][N:19]1[CH2:25][CH2:24][CH2:23][N:22]([CH2:2][C:3]3[CH:12]=[CH:11][C:10]4[C:5](=[C:6]([O:17][CH3:18])[C:7]([O:15][CH3:16])=[C:8]([O:13][CH3:14])[CH:9]=4)[N:4]=3)[CH2:21][CH2:20]1)[CH:12]=[CH:11]2. Given the reactants Cl[CH2:2][C:3]1[CH:12]=[CH:11][C:10]2[C:5](=[C:6]([O:17][CH3:18])[C:7]([O:15][CH3:16])=[C:8]([O:13][CH3:14])[CH:9]=2)[N:4]=1.[NH:19]1[CH2:25][CH2:24][CH2:23][NH:22][CH2:21][CH2:20]1, predict the reaction product. (6) Given the reactants [F:1][C:2]1[C:7]([C:8]2[C:15]([C:16]3[CH:21]=[CH:20][N:19]=[CH:18][CH:17]=3)=[C:11]3[S:12][CH2:13][CH2:14][N:10]3[N:9]=2)=[C:6]([F:22])[CH:5]=[CH:4][C:3]=1[NH2:23].[F:24][C:25]1[CH:30]=[CH:29][C:28]([F:31])=[CH:27][C:26]=1[S:32](Cl)(=[O:34])=[O:33].[OH-].[K+], predict the reaction product. The product is: [F:1][C:2]1[C:7]([C:8]2[C:15]([C:16]3[CH:21]=[CH:20][N:19]=[CH:18][CH:17]=3)=[C:11]3[S:12][CH2:13][CH2:14][N:10]3[N:9]=2)=[C:6]([F:22])[CH:5]=[CH:4][C:3]=1[NH:23][S:32]([C:26]1[CH:27]=[C:28]([F:31])[CH:29]=[CH:30][C:25]=1[F:24])(=[O:34])=[O:33]. (7) Given the reactants [NH2:1][C:2]1[C:3]2[C:10]([I:11])=[CH:9][N:8]([C@@H:12]3[CH2:15][C@H:14]([CH2:16]OS(C4C=CC(C)=CC=4)(=O)=O)[CH2:13]3)[C:4]=2[N:5]=[CH:6][N:7]=1.[CH3:28][NH:29][CH3:30].C1COCC1, predict the reaction product. The product is: [CH3:28][N:29]([CH2:16][CH:14]1[CH2:13][CH:12]([N:8]2[C:4]3[N:5]=[CH:6][N:7]=[C:2]([NH2:1])[C:3]=3[C:10]([I:11])=[CH:9]2)[CH2:15]1)[CH3:30]. (8) Given the reactants [CH2:1]([CH:3]([CH2:6][CH3:7])[CH2:4][NH2:5])[CH3:2].[CH3:8][O:9][C:10](=[O:15])[CH2:11][C:12](=O)[CH3:13].[CH3:16][O:17][C:18](=[O:21])[C:19]#[CH:20], predict the reaction product. The product is: [CH3:16][O:17][C:18](=[O:21])[CH:19]=[CH:20][C:11](=[C:12]([NH:5][CH2:4][CH:3]([CH2:6][CH3:7])[CH2:1][CH3:2])[CH3:13])[C:10]([O:9][CH3:8])=[O:15]. (9) Given the reactants [F:1][C:2]1[CH:3]=[CH:4][C:5]([NH:8][NH:9][C:10]([C@@H:12]2[CH2:16][C:15]([CH3:18])([CH3:17])[CH2:14][N:13]2[CH3:19])=O)=[N:6][CH:7]=1.C1C=CC(P(C2C=CC=CC=2)C2C=CC=CC=2)=CC=1.CCN(CC)CC.ClC(Cl)(Cl)C(Cl)(Cl)Cl.N, predict the reaction product. The product is: [F:1][C:2]1[CH:3]=[CH:4][C:5]2[N:6]([C:10]([C@@H:12]3[CH2:16][C:15]([CH3:18])([CH3:17])[CH2:14][N:13]3[CH3:19])=[N:9][N:8]=2)[CH:7]=1. (10) Given the reactants [F:1][C:2]1[C:3]([C:9]2[CH:14]=[C:13]([NH:15][C:16]3[CH:21]=[CH:20][N:19]=[C:18]4[CH:22]=[N:23][N:24](CC5C=CC(OC)=CC=5)[C:17]=34)[C:12]([CH3:34])=[CH:11][N:10]=2)=[N:4][C:5]([CH3:8])=[CH:6][CH:7]=1.FC1C(C2C=C(NC3C4C(=CN(CC5C=CC(OC)=CC=5)N=4)N=CC=3)C(C)=CN=2)=NC(C)=CC=1.C(O)(C(F)(F)F)=O, predict the reaction product. The product is: [F:1][C:2]1[C:3]([C:9]2[CH:14]=[C:13]([NH:15][C:16]3[CH:21]=[CH:20][N:19]=[C:18]4[CH:22]=[N:23][NH:24][C:17]=34)[C:12]([CH3:34])=[CH:11][N:10]=2)=[N:4][C:5]([CH3:8])=[CH:6][CH:7]=1.